This data is from Full USPTO retrosynthesis dataset with 1.9M reactions from patents (1976-2016). The task is: Predict the reactants needed to synthesize the given product. (1) Given the product [Br:20][C:21]1[CH:22]=[CH:23][C:24]([S:27][C:28]2[C:29](/[CH:30]=[CH:10]/[C:9]([NH:8][CH:5]3[CH2:4][CH2:3][CH:2]([OH:1])[CH2:7][CH2:6]3)=[O:19])=[CH:32][CH:33]=[CH:34][N:35]=2)=[CH:25][CH:26]=1, predict the reactants needed to synthesize it. The reactants are: [OH:1][CH:2]1[CH2:7][CH2:6][CH:5]([NH:8][C:9](=[O:19])[CH2:10]P(=O)(OCC)OCC)[CH2:4][CH2:3]1.[Br:20][C:21]1[CH:26]=[CH:25][C:24]([S:27][C:28]2[N:35]=[CH:34][CH:33]=[CH:32][C:29]=2[CH:30]=O)=[CH:23][CH:22]=1. (2) Given the product [N:1]1[C:10]2[C:5](=[CH:6][CH:7]=[CH:8][CH:9]=2)[CH:4]=[C:3]([C:23]#[C:22][C:24]2[CH:29]=[CH:28][C:27]([NH2:30])=[CH:26][CH:25]=2)[CH:2]=1, predict the reactants needed to synthesize it. The reactants are: [N:1]1[C:10]2[C:5](=[CH:6][CH:7]=[CH:8][CH:9]=2)[CH:4]=[C:3](OS(C2C=CC(C)=CC=2)(=O)=O)[CH:2]=1.[C:22]([C:24]1[CH:29]=[CH:28][C:27]([NH2:30])=[CH:26][CH:25]=1)#[CH:23].